From a dataset of Peptide-MHC class I binding affinity with 185,985 pairs from IEDB/IMGT. Regression. Given a peptide amino acid sequence and an MHC pseudo amino acid sequence, predict their binding affinity value. This is MHC class I binding data. (1) The peptide sequence is SYKRFVTDYV. The MHC is H-2-Db with pseudo-sequence H-2-Db. The binding affinity (normalized) is 0.286. (2) The peptide sequence is KVFPYALINK. The MHC is Mamu-B01 with pseudo-sequence Mamu-B01. The binding affinity (normalized) is 0. (3) The peptide sequence is MTVDEVEDY. The MHC is HLA-A02:11 with pseudo-sequence HLA-A02:11. The binding affinity (normalized) is 0.0847. (4) The peptide sequence is NVPGPHRTI. The MHC is HLA-A11:01 with pseudo-sequence HLA-A11:01. The binding affinity (normalized) is 0.